The task is: Predict the reactants needed to synthesize the given product.. This data is from Full USPTO retrosynthesis dataset with 1.9M reactions from patents (1976-2016). (1) Given the product [CH3:21][C:20]1([CH3:26])[C:22](=[O:23])[N:16]([C:13]2[CH:12]=[CH:11][C:10]([O:9][C:6]3[CH:7]=[CH:8][C:3]([C:1]#[N:2])=[CH:4][C:5]=3[C:27]([F:28])([F:29])[F:30])=[N:15][CH:14]=2)[C:17](=[O:18])[NH:19]1, predict the reactants needed to synthesize it. The reactants are: [C:1]([C:3]1[CH:8]=[CH:7][C:6]([O:9][C:10]2[N:15]=[CH:14][C:13]([NH:16][C:17]([NH:19][C:20]([CH3:26])([C:22](OC)=[O:23])[CH3:21])=[O:18])=[CH:12][CH:11]=2)=[C:5]([C:27]([F:30])([F:29])[F:28])[CH:4]=1)#[N:2].C[O-].[Na+]. (2) Given the product [Br:1][C:2]1[CH:9]=[CH:8][C:5]([CH:6]=[O:7])=[C:4]([N:10]2[CH2:11][CH2:12][CH:13]([CH2:16][O:17][Si:27]([C:23]([CH3:26])([CH3:25])[CH3:24])([C:35]3[CH:36]=[CH:37][CH:38]=[CH:39][CH:40]=3)[C:29]3[CH:34]=[CH:33][CH:32]=[CH:31][CH:30]=3)[CH2:14][CH2:15]2)[CH:3]=1, predict the reactants needed to synthesize it. The reactants are: [Br:1][C:2]1[CH:9]=[CH:8][C:5]([CH:6]=[O:7])=[C:4]([N:10]2[CH2:15][CH2:14][CH:13]([CH2:16][OH:17])[CH2:12][CH2:11]2)[CH:3]=1.N1C=CN=C1.[C:23]([Si:27]([C:35]1[CH:40]=[CH:39][CH:38]=[CH:37][CH:36]=1)([C:29]1[CH:34]=[CH:33][CH:32]=[CH:31][CH:30]=1)Cl)([CH3:26])([CH3:25])[CH3:24].O. (3) Given the product [CH3:16]/[C:12](=[CH:30]\[C:27]1[S:28][CH:29]=[C:25]([C:19]2[CH:20]=[CH:21][CH:22]=[CH:23][CH:24]=2)[CH:26]=1)/[C:13]([OH:15])=[O:14], predict the reactants needed to synthesize it. The reactants are: C(OP([O-])OCC)C.[H-].[Na+].Br[CH:12]([CH3:16])[C:13]([OH:15])=[O:14].[H][H].[C:19]1([C:25]2[CH:26]=[C:27]([CH:30]=O)[S:28][CH:29]=2)[CH:24]=[CH:23][CH:22]=[CH:21][CH:20]=1. (4) The reactants are: ClC1C(CCCl)=C(C2C=CC=C(OC)C=2)N=C(N2CCOCC2)N=1.NC1SC=CN=1.C[O:32][C:33]1[CH:34]=[C:35]([C:39]2[C:40]3[CH2:53][CH2:52][N:51]([C:54]4[S:55][CH:56]=[CH:57][N:58]=4)[C:41]=3[N:42]=[C:43]([N:45]3[CH2:50][CH2:49][O:48][CH2:47][CH2:46]3)[N:44]=2)[CH:36]=[CH:37][CH:38]=1. Given the product [N:45]1([C:43]2[N:44]=[C:39]([C:35]3[CH:34]=[C:33]([OH:32])[CH:38]=[CH:37][CH:36]=3)[C:40]3[CH2:53][CH2:52][N:51]([C:54]4[S:55][CH:56]=[CH:57][N:58]=4)[C:41]=3[N:42]=2)[CH2:50][CH2:49][O:48][CH2:47][CH2:46]1, predict the reactants needed to synthesize it. (5) Given the product [Cl:22][C:23]1[CH:24]=[C:25]([C:56]2[CH:57]=[CH:58][C:59]([C:62]([F:64])([F:65])[F:63])=[CH:60][CH:61]=2)[CH:26]=[CH:27][C:28]=1[CH2:29][O:30][C:31]1[CH:36]=[CH:35][C:34]([F:37])=[CH:33][C:32]=1[CH2:38][CH2:39][N:40]([CH2:2][CH2:3][C:4]1[CH:13]=[CH:12][C:7]([C:8]([O:10][CH3:11])=[O:9])=[CH:6][CH:5]=1)[CH:41]1[CH2:50][CH2:49][CH2:48][C:47]2[N:46]=[C:45]([C:51]([O:53][CH2:54][CH3:55])=[O:52])[CH:44]=[CH:43][C:42]1=2, predict the reactants needed to synthesize it. The reactants are: I[CH2:2][CH2:3][C:4]1[CH:13]=[CH:12][C:7]([C:8]([O:10][CH3:11])=[O:9])=[CH:6][CH:5]=1.C(=O)([O-])[O-].[Na+].[Na+].Cl.Cl.[Cl:22][C:23]1[CH:24]=[C:25]([C:56]2[CH:61]=[CH:60][C:59]([C:62]([F:65])([F:64])[F:63])=[CH:58][CH:57]=2)[CH:26]=[CH:27][C:28]=1[CH2:29][O:30][C:31]1[CH:36]=[CH:35][C:34]([F:37])=[CH:33][C:32]=1[CH2:38][CH2:39][NH:40][CH:41]1[CH2:50][CH2:49][CH2:48][C:47]2[N:46]=[C:45]([C:51]([O:53][CH2:54][CH3:55])=[O:52])[CH:44]=[CH:43][C:42]1=2. (6) Given the product [ClH:1].[CH3:2][O:3][C:4]1[CH:5]=[C:6](/[C:12](=[CH:15]/[C:16]2[O:17][C:18]([N:21]([CH2:23][CH2:24][N:25]([CH3:27])[CH3:26])[CH3:22])=[CH:19][CH:20]=2)/[C:13]#[N:14])[CH:7]=[CH:8][C:9]=1[O:10][CH3:11], predict the reactants needed to synthesize it. The reactants are: [ClH:1].[CH3:2][O:3][C:4]1[CH:5]=[C:6](/[C:12](=[CH:15]/[C:16]2[O:17][C:18]([N:21]([CH2:23][CH2:24][N:25]([CH3:27])[CH3:26])[CH3:22])=[CH:19][CH:20]=2)/[C:13]#[N:14])[CH:7]=[CH:8][C:9]=1[O:10][CH3:11].